Regression. Given a target protein amino acid sequence and a drug SMILES string, predict the binding affinity score between them. We predict pIC50 (pIC50 = -log10(IC50 in M); higher means more potent). Dataset: bindingdb_ic50. From a dataset of Drug-target binding data from BindingDB using IC50 measurements. (1) The drug is O=C1N/C(=N/c2nsc3ccccc23)S/C1=C\c1ccc([N+](=O)[O-])cc1. The target protein (P08170) has sequence MFSAGHKIKGTVVLMPKNELEVNPDGSAVDNLNAFLGRSVSLQLISATKADAHGKGKVGKDTFLEGINTSLPTLGAGESAFNIHFEWDGSMGIPGAFYIKNYMQVEFFLKSLTLEAISNQGTIRFVCNSWVYNTKLYKSVRIFFANHTYVPSETPAPLVSYREEELKSLRGNGTGERKEYDRIYDYDVYNDLGNPDKSEKLARPVLGGSSTFPYPRRGRTGRGPTVTDPNTEKQGEVFYVPRDENLGHLKSKDALEIGTKSLSQIVQPAFESAFDLKSTPIEFHSFQDVHDLYEGGIKLPRDVISTIIPLPVIKELYRTDGQHILKFPQPHVVQVSQSAWMTDEEFAREMIAGVNPCVIRGLEEFPPKSNLDPAIYGDQSSKITADSLDLDGYTMDEALGSRRLFMLDYHDIFMPYVRQINQLNSAKTYATRTILFLREDGTLKPVAIELSLPHSAGDLSAAVSQVVLPAKEGVESTIWLLAKAYVIVNDSCYHQLMSHW.... The pIC50 is 4.4. (2) The compound is CC1(C)O[C@@H]2O[C@H]3C(CO)=NO[C@H]3[C@@H]2O1. The target protein (P29853) has sequence MKLSSACAIALLAAQAAGASIKHRINGFTLTEHSDPAKRELLQKYVTWDDKSLFINGERIMIFSGEFHPFRLPVKELQLDIFQKVKALGFNCVSFYVDWALVEGKPGEYRADGIFDLEPFFDAASEAGIYLLARPGPYINAESSGGGFPGWLQRVNGTLRSSDKAYLDATDNYVSHVAATIAKYQITNGGPIILYQPENEYTSGCSGVEFPDPVYMQYVEDQARNAGVVIPLINNDASASGNNAPGTGKGAVDIYGHDSYPLGFDCANPTVWPSGDLPTNFRTLHLEQSPTTPYAIVEFQGGSYDPWGGPGFAACSELLNNEFERVFYKNDFSFQIAIMNLYMIFGGTNWGNLGYPNGYTSYDYGSAVTESRNITREKYSELKLLGNFAKVSPGYLTASPGNLTTSGYADTTDLTVTPLLGNSTGSFFVVRHSDYSSEESTSYKLRLPTSAGSVTIPQLGGTLTLNGRDSKIHVTDHNVSGTNIIYSTAEVFTWKKFADG.... The pIC50 is 4.4. (3) The small molecule is CCCCC1=NC(Cl)C(CO)N1Cc1ccc(-c2ccccc2-c2nnn[nH]2)cc1. The target protein (P29089) has sequence MTLNSSTEDGIKRIQDDCPKAGRHNYIFVMIPTLYSIIFVVGIFGNSLVVIVIYFYMKLKTVASVFLLNLALADLCFLLTLPLWAVYTAMEYRWPFGNHLCKIASASVSFNLYASVFLLTCLSIDRYLAIVHPMKSRLRRTMLVAKVTCIIIWLMAGLASLPAVIYRNVYFIENTNITVCAFHYESQNSTLPIGLGLTKNILGFVFPFLIILTSYTLIWKALKKAYKIQKNTPRNDDIFRIIMAIVLFFFFSWVPHQIFTFLDVLIQLGIIRDCEIADIVDTAMPITICIAYFNNCLNPLFYGFLGKKFKKYFLQLLKYIPPTAKSHAGLSTKMSTLSYRPSDNMSSSAKKSASFFEVE. The pIC50 is 7.8. (4) The small molecule is CC(C)C[C@H](NC(=O)[C@H](Cc1c[nH]c2ccccc12)NC(=O)OC(C)(C)C)C(=O)N[C@@H](CC(=O)O)C(=O)NCCc1ccccc1. The target protein (O08786) has sequence MDVVDSLLMNGSNITPPCELGLENETLFCLDQPQPSKEWQSAVQILLYSFIFLLSVLGNTLVITVLIRNKRMRTVTNIFLLSLAVSDLMLCLFCMPFNLIPNLLKDFIFGSAVCKTTTYFMGTSVSVSTFNLVAISLERYGAICRPLQSRVWQTKSHALKVIAATWCLSFTIMTPYPIYSNLVPFTKNNNQTANMCRFLLPSDAMQQSWQTFLLLILFLIPGVVMVVAYGLISLELYQGIKFDASQKKSAKEKRLSSGGGGGGGSSSSRYEDSDGCYLQKSRPPRKLELQQLSTSSSGGRINRIRSSGSAANLIAKKRVIRMLIVIVVLFFLCWMPIFSANAWRAYDTVSAEKHLSGTPISFILLLSYTSSCVNPIIYCFMNKRFRLGFMATFPCCPNPGPTGVRGEVGEEEDGRTIRASLSRYSYSHMSTSAPPH. The pIC50 is 5.5.